This data is from Full USPTO retrosynthesis dataset with 1.9M reactions from patents (1976-2016). The task is: Predict the reactants needed to synthesize the given product. (1) Given the product [CH:33]1([C:39]2([OH:48])[CH2:40][CH:41]3[CH:45]([CH2:44][CH:6]([NH:7][CH2:8][C:9]([N:11]4[CH2:15][CH2:14][CH2:13][CH:12]4[C:16]#[N:17])=[O:10])[CH2:42]3)[CH2:46]2)[CH2:38][CH2:37][CH2:36][CH2:35][CH2:34]1, predict the reactants needed to synthesize it. The reactants are: C(O[C:6](=O)[NH:7][CH2:8][C:9]([N:11]1[CH2:15][CH2:14][CH2:13][CH:12]1[C:16]#[N:17])=[O:10])(C)(C)C.FC(F)(F)C(O)=O.C(N(CC)CC)C.[CH:33]1([C:39]2([OH:48])[CH2:46][CH:45]3[CH:41]([CH2:42]C(=O)[CH2:44]3)[CH2:40]2)[CH2:38][CH2:37][CH2:36][CH2:35][CH2:34]1.C(O[BH-](OC(=O)C)OC(=O)C)(=O)C.[Na+]. (2) Given the product [N+:21]([C:18]1[CH:19]=[CH:20][C:15]([CH2:12][CH:13]2[CH2:14][O:6]2)=[CH:16][CH:17]=1)([O-:23])=[O:22], predict the reactants needed to synthesize it. The reactants are: ClC1C=C(C=CC=1)C(OO)=[O:6].[CH2:12]([C:15]1[CH:20]=[CH:19][C:18]([N+:21]([O-:23])=[O:22])=[CH:17][CH:16]=1)[CH:13]=[CH2:14].